Dataset: Experimentally validated miRNA-target interactions with 360,000+ pairs, plus equal number of negative samples. Task: Binary Classification. Given a miRNA mature sequence and a target amino acid sequence, predict their likelihood of interaction. (1) The miRNA is hsa-miR-6892-3p with sequence UCCCUCUCCCACCCCUUGCAG. The protein sequence of the target gene is MTLLGSEHSLLIRSKFRSVLQLRLQQRRTQEQLANQGIIPPLKRPAEFHEQRKHLDSDKAKNSLKRKARNRCNSADLVNMHILQASTAERSIPTAQMKLKRARLADDLNEKIALRPGPLELVEKNILPVDSAVKEAIKGNQVSFSKSTDAFAFEEDSSSDGLSPDQTRSEDPQNSAGSPPDAKASDTPSTGSLGTNQDLASGSENDRNDSASQPSHQSDAGKQGLGPPSTPIAVHAAVKSKSLGDSKNRHKKPKDPKPKVKKLKYHQYIPPDQKAEKSPPPMDSAYARLLQQQQLFLQLQ.... Result: 1 (interaction). (2) The miRNA is hsa-miR-378f with sequence ACUGGACUUGGAGCCAGAAG. The protein sequence of the target gene is MATSIGVSFSVGDGVPEAEKNAGEPENTYILRPVFQQRFRPSVVKDCIHAVLKEELANAEYSPEEMPQLTKHLSENIKDKLKEMGFDRYKMVVQVVIGEQRGEGVFMASRCFWDADTDNYTHDVFMNDSLFCVVAAFGCFYY. Result: 0 (no interaction). (3) The miRNA is hsa-miR-1470 with sequence GCCCUCCGCCCGUGCACCCCG. The protein sequence of the target gene is MELSQMSELMGLSVLLGLLALMATAAVARGWLRAGEERSGRPACQKANGFPPDKSSGSKKQKQYQRIRKEKPQQHNFTHRLLAAALKSHSGNISCMDFSSNGKYLATCADDRTIRIWSTKDFLQREHRSMRANVELDHATLVRFSPDCRAFIVWLANGDTLRVFKMTKREDGGYTFTATPEDFPKKHKAPVIDIGIANTGKFIMTASSDTTVLIWSLKGQVLSTINTNQMNNTHAAVSPCGRFVASCGFTPDVKVWEVCFGKKGEFQEVVRAFELKGHSAAVHSFAFSNDSRRMASVSKD.... Result: 1 (interaction). (4) The miRNA is hsa-miR-6784-5p with sequence GCCGGGGCUUUGGGUGAGGG. The protein sequence of the target gene is MLCLGWIFLWLVAGERIKGFNISGCSTKKLLWTYSTRSEEEFVLFCDLPEPQKSHFCHRNRLSPKQVPEHLPFMGSNDLSDVQWYQQPSNGDPLEDIRKSYPHIIQDKCTLHFLTPGVNNSGSYICRPKMIKSPYDVACCVKMILEVKPQTNASCEYSASHKQDLLLGSTGSISCPSLSCQSDAQSPAVTWYKNGKLLSVERSNRIVVDEVYDYHQGTYVCDYTQSDTVSSWTVRAVVQVRTIVGDTKLKPDILDPVEDTLEVELGKPLTISCKARFGFERVFNPVIKWYIKDSDLEWEV.... Result: 0 (no interaction). (5) The miRNA is hsa-miR-548au-5p with sequence AAAAGUAAUUGCGGUUUUUGC. The protein sequence of the target gene is MSVCSSDLSYGSRVCLPGSCDSCSDSWQVDDCPESCCEPPCCAPAPCLSLVCTPVSRVSSPCCRVTCEPSPCQSGCTSSCTPSCCQQSSCQPACCTSSPCQQACCVPVCCKTVCCKPVCCMPVCCGPSSSCCQQSSCQPACCISSPCQQSCCVPVCCKPICCVPVCSGASSLCCQQSSCQPACCTTSCCRPSSSVSLLCRPVCRPARRVPVPSCCVPTSSCQPSCGRLASCGSLLCRPTCSRLAC. Result: 0 (no interaction). (6) The miRNA is mmu-miR-135a-5p with sequence UAUGGCUUUUUAUUCCUAUGUGA. The protein sequence of the target gene is METGGRARTGTPQPAAPGVWRARPAGGGGGGASSWLLDGNSWLLCYGFLYLALYAQVSQSKPCERTGSCFSGRCVNSTCLCDPGWVGDQCQHCQGRFKLTEPSGYLTDGPINYKYKTKCTWLIEGYPNAVLRLRFNHFATECSWDHMYVYDGDSIYAPLIAVLSGLIVPEIRGNETVPEVVTTSGYALLHFFSDAAYNLTGFNIFYSINSCPNNCSGHGKCTTSVSVPSQVYCECDKYWKGEACDIPYCKANCGSPDHGYCDLTGEKLCVCNDSWQGPDCSLNVPSTESYWILPNVKPFS.... Result: 0 (no interaction). (7) The miRNA is hsa-miR-758-3p with sequence UUUGUGACCUGGUCCACUAACC. The protein sequence of the target gene is MTFDDKMKPANDEPDQKSCGKKPKGLHLLSSPWWFPAAMTLVILCLVLSVTLIVQWTQLRQVSDLLKQYQANLTQQDRILEGQMLAQQKAENTSQESKKELKGKIDTLTQKLNEKSKEQEELLQKNQNLQEALQRAANSSEESQRELKGKIDTITRKLDEKSKEQEELLQMIQNLQEALQRAANSSEESQRELKGKIDTLTLKLNEKSKEQEELLQKNQNLQEALQRAANFSGPCPQDWLWHKENCYLFHGPFSWEKNRQTCQSLGGQLLQINGADDLTFILQAISHTTSPFWIGLHRKK.... Result: 0 (no interaction). (8) The miRNA is hsa-miR-3160-5p with sequence GGCUUUCUAGUCUCAGCUCUCC. The protein sequence of the target gene is MASVQQGEKQLFEKFWRGTFKAVATPRPESIIVASITARKPLPRTEPQNNPVVPAQDGPSEKLGQHLATEPLGTNSWERDKTCRELGATRGHSASHDKDLTPPPSSRGKKKKKKSTRKKRRRSSSYSPSPVKKKKKKSSKKHKRRRSFSKKRRHSSSSPKSKRRDEKRHKKQSRSRPRKSHRHRHHRCPSRSQSSESRPSSCESRHRGRSPEEGQKSRRRHSRRCSKTLCKDSPEAQSSRPPSQPLQMLGYLSARGVITGSGSAADLFTKTASPLTTSRGRSQEYDSGNDTSSPPSTQTS.... Result: 1 (interaction). (9) The miRNA is hsa-miR-4482-5p with sequence AACCCAGUGGGCUAUGGAAAUG. The protein sequence of the target gene is MGRKRLITDSYPVVKRREGPAGHSKGELAPELGEEPQPRDEEEAELELLRQFDLAWQYGPCTGITRLQRWCRAKQMGLEPPPEVWQVLKTHPGDPRFQCSLWHLYPL. Result: 0 (no interaction).